From a dataset of Catalyst prediction with 721,799 reactions and 888 catalyst types from USPTO. Predict which catalyst facilitates the given reaction. (1) Reactant: Cl.[O:2]1[CH2:6][CH2:5][CH:4]([CH2:7][NH2:8])[CH2:3]1.C(N(CC)CC)C.[CH2:16]([N:20]1[CH:24]=[C:23]([C:25](O)=[O:26])[N:22]=[N:21]1)[CH2:17][CH2:18][CH3:19].ON1C2C=CC=CC=2N=N1.Cl.C(N=C=NCCCN(C)C)C.Cl. Product: [O:2]1[CH2:6][CH2:5][CH:4]([CH2:7][NH:8][C:25]([C:23]2[N:22]=[N:21][N:20]([CH2:16][CH2:17][CH2:18][CH3:19])[CH:24]=2)=[O:26])[CH2:3]1. The catalyst class is: 22. (2) Reactant: [C:1]([C:5]1[CH:10]=[CH:9][C:8]([C:11]2[O:15][C:14]([C:16]3[CH:25]=[CH:24][C:19]([C:20]([O:22]C)=[O:21])=[CH:18][CH:17]=3)=[N:13][N:12]=2)=[CH:7][CH:6]=1)([CH3:4])([CH3:3])[CH3:2].[OH-].[Na+].O1CCCC1.Cl. Product: [C:1]([C:5]1[CH:6]=[CH:7][C:8]([C:11]2[O:15][C:14]([C:16]3[CH:25]=[CH:24][C:19]([C:20]([OH:22])=[O:21])=[CH:18][CH:17]=3)=[N:13][N:12]=2)=[CH:9][CH:10]=1)([CH3:4])([CH3:2])[CH3:3]. The catalyst class is: 8. (3) Reactant: [CH3:1][O:2][C:3]1[CH:40]=[CH:39][C:6]([CH2:7][N:8]2[C:12]3=[N:13][CH:14]=[CH:15][C:16]([O:17][C:18]4[CH:25]=[CH:24][C:23]([O:26][C:27]5[CH:32]=[CH:31][CH:30]=[CH:29][CH:28]=5)=[CH:22][C:19]=4[C:20]#[N:21])=[C:11]3[C:10]([NH:33][C@@H:34]3[CH2:38][CH2:37][NH:36][CH2:35]3)=[N:9]2)=[CH:5][CH:4]=1.[OH-:41].[Na+]. Product: [CH3:1][O:2][C:3]1[CH:4]=[CH:5][C:6]([CH2:7][N:8]2[C:12]3=[N:13][CH:14]=[CH:15][C:16]([O:17][C:18]4[CH:25]=[CH:24][C:23]([O:26][C:27]5[CH:32]=[CH:31][CH:30]=[CH:29][CH:28]=5)=[CH:22][C:19]=4[C:20]([NH2:21])=[O:41])=[C:11]3[C:10]([NH:33][C@@H:34]3[CH2:38][CH2:37][NH:36][CH2:35]3)=[N:9]2)=[CH:39][CH:40]=1. The catalyst class is: 88. (4) Reactant: [C:1]([O:5][C:6](=[O:59])[NH:7][CH:8]([CH2:50][C:51]1[CH:56]=[CH:55][C:54]([Cl:57])=[CH:53][C:52]=1[Cl:58])[C:9]([N:11]1[CH2:16][CH2:15][N:14]([CH2:17][CH2:18][C:19]2[CH:28]=[CH:27][C:26]3[C:21](=[CH:22][CH:23]=[CH:24][CH:25]=3)[CH:20]=2)[CH2:13][CH:12]1[CH2:29][CH2:30][CH2:31][NH:32][C:33]([NH:42]C(OC(C)(C)C)=O)=[N:34]C(OC(C)(C)C)=O)=[O:10])([CH3:4])([CH3:3])[CH3:2].C(O)(C(F)(F)F)=O. Product: [C:1]([O:5][C:6](=[O:59])[NH:7][CH:8]([CH2:50][C:51]1[CH:56]=[CH:55][C:54]([Cl:57])=[CH:53][C:52]=1[Cl:58])[C:9]([N:11]1[CH2:16][CH2:15][N:14]([CH2:17][CH2:18][C:19]2[CH:28]=[CH:27][C:26]3[C:21](=[CH:22][CH:23]=[CH:24][CH:25]=3)[CH:20]=2)[CH2:13][CH:12]1[CH2:29][CH2:30][CH2:31][NH:32][C:33]([NH2:42])=[NH:34])=[O:10])([CH3:4])([CH3:2])[CH3:3]. The catalyst class is: 2. (5) Reactant: [CH3:1][O:2][C:3]([C:5]1[CH:10]=[CH:9][C:8](Br)=[CH:7][N:6]=1)=[O:4].[CH:12]1(B(O)O)[CH2:14][CH2:13]1.CC1(C)C2C=CC=C(P(C3C=CC=CC=3)C3C=CC=CC=3)C=2OC2C1=CC=CC=2P(C1C=CC=CC=1)C1C=CC=CC=1.C(=O)([O-])[O-].[Cs+].[Cs+]. Product: [CH3:1][O:2][C:3]([C:5]1[CH:10]=[CH:9][C:8]([CH:12]2[CH2:14][CH2:13]2)=[CH:7][N:6]=1)=[O:4]. The catalyst class is: 102. (6) Reactant: [Cl:1][C:2]1[CH:3]=[CH:4][C:5]([CH:8]([C:16]#[N:17])C(OC(C)(C)C)=O)=[N:6][CH:7]=1.C1(C)C=CC(S(O)(=O)=O)=CC=1. Product: [Cl:1][C:2]1[CH:3]=[CH:4][C:5]([CH2:8][C:16]#[N:17])=[N:6][CH:7]=1. The catalyst class is: 115. (7) Reactant: [CH2:1]([O:3][C:4]([CH:6]1[CH2:11][CH2:10][NH:9][CH2:8][CH2:7]1)=[O:5])[CH3:2].C(N(CC)CC)C.[C:19](O[C:19]([O:21][C:22]([CH3:25])([CH3:24])[CH3:23])=[O:20])([O:21][C:22]([CH3:25])([CH3:24])[CH3:23])=[O:20]. Product: [CH2:1]([O:3][C:4]([CH:6]1[CH2:11][CH2:10][N:9]([C:19]([O:21][C:22]([CH3:25])([CH3:24])[CH3:23])=[O:20])[CH2:8][CH2:7]1)=[O:5])[CH3:2]. The catalyst class is: 1.